This data is from Reaction yield outcomes from USPTO patents with 853,638 reactions. The task is: Predict the reaction yield, written as a fraction of the theoretical maximum amount of product (1.0 means a 100% yield; for example, 0.34 means a 34% yield). (1) The reactants are Cl.[NH2:2][C@@H:3]([CH2:19][C:20]1[CH:25]=[CH:24][C:23]([OH:26])=[C:22]([OH:27])[CH:21]=1)[C:4]([O:6][CH2:7][C@H:8]([O:10][C:11]([C:13]1[CH:18]=[CH:17][CH:16]=[CH:15][CH:14]=1)=[O:12])[CH3:9])=[O:5].C([O-])(O)=O.[Na+].[CH3:33][S:34]([OH:37])(=[O:36])=[O:35]. No catalyst specified. The product is [S:34]([OH:37])(=[O:36])(=[O:35])[CH3:33].[NH2:2][C@@H:3]([CH2:19][C:20]1[CH:25]=[CH:24][C:23]([OH:26])=[C:22]([OH:27])[CH:21]=1)[C:4]([O:6][CH2:7][C@H:8]([O:10][C:11]([C:13]1[CH:18]=[CH:17][CH:16]=[CH:15][CH:14]=1)=[O:12])[CH3:9])=[O:5]. The yield is 0.984. (2) The reactants are [CH:1]1([C:4]([NH:6][C:7]2[S:8][C:9]3[C:14]([N:15]=2)=[CH:13][CH:12]=[C:11]([NH:16][C:17]2[CH:18]=[CH:19][C:20]([F:31])=[C:21]([NH:23]C(=O)OC(C)(C)C)[CH:22]=2)[N:10]=3)=[O:5])[CH2:3][CH2:2]1.C(=O)([O-])O.[Na+]. The catalyst is Cl.C(OCC)(=O)C. The product is [NH2:23][C:21]1[CH:22]=[C:17]([NH:16][C:11]2[N:10]=[C:9]3[S:8][C:7]([NH:6][C:4]([CH:1]4[CH2:2][CH2:3]4)=[O:5])=[N:15][C:14]3=[CH:13][CH:12]=2)[CH:18]=[CH:19][C:20]=1[F:31]. The yield is 0.650.